From a dataset of Reaction yield outcomes from USPTO patents with 853,638 reactions. Predict the reaction yield, written as a fraction of the theoretical maximum amount of product (1.0 means a 100% yield; for example, 0.34 means a 34% yield). (1) The reactants are [CH3:1][O:2][C:3]([C:5]1[C:13]([NH:14][C:15]2[CH:20]=[CH:19][CH:18]=[CH:17][C:16]=2[CH3:21])=[C:12]([F:22])[C:8]2[NH:9][CH:10]=[N:11][C:7]=2[CH:6]=1)=[O:4].C1COCC1.CO.C1C(=O)N([Br:37])C(=O)C1.CC1C=CC(S(O)(=O)=O)=CC=1.O. The catalyst is CO. The product is [CH3:1][O:2][C:3]([C:5]1[C:13]([NH:14][C:15]2[CH:20]=[CH:19][C:18]([Br:37])=[CH:17][C:16]=2[CH3:21])=[C:12]([F:22])[C:8]2[NH:9][CH:10]=[N:11][C:7]=2[CH:6]=1)=[O:4]. The yield is 0.790. (2) The reactants are [CH:1]([O:14][C:15]1[C:16]2[C:35](=[O:36])[N:34]([CH2:37][C:38]3[CH:43]=[CH:42][C:41]([F:44])=[CH:40][CH:39]=3)[CH2:33][C:17]=2[C:18](OS(C(F)(F)F)(=O)=O)=[C:19]2[C:24]=1[N:23]=[CH:22][CH:21]=[CH:20]2)([C:8]1[CH:13]=[CH:12][CH:11]=[CH:10][CH:9]=1)[C:2]1[CH:7]=[CH:6][CH:5]=[CH:4][CH:3]=1.C([O-])([O-])=O.[K+].[K+].[CH3:51][CH2:52][O:53][C:54]([CH3:56])=O.[CH3:57][CH2:58][CH2:59][CH2:60]CC. The catalyst is C1(C)C=CC=CC=1.C(O)C.O.CCOC(C)=O.[Pd].C1(P(C2C=CC=CC=2)C2C=CC=CC=2)C=CC=CC=1.C1(P(C2C=CC=CC=2)C2C=CC=CC=2)C=CC=CC=1.C1(P(C2C=CC=CC=2)C2C=CC=CC=2)C=CC=CC=1.C1(P(C2C=CC=CC=2)C2C=CC=CC=2)C=CC=CC=1. The product is [CH:1]([O:14][C:15]1[C:16]2[C:35](=[O:36])[N:34]([CH2:37][C:38]3[CH:43]=[CH:42][C:41]([F:44])=[CH:40][CH:39]=3)[CH2:33][C:17]=2[C:18]([C:58]2[CH:59]=[CH:60][C:54]([O:53][CH2:52][CH3:51])=[CH:56][CH:57]=2)=[C:19]2[C:24]=1[N:23]=[CH:22][CH:21]=[CH:20]2)([C:8]1[CH:9]=[CH:10][CH:11]=[CH:12][CH:13]=1)[C:2]1[CH:3]=[CH:4][CH:5]=[CH:6][CH:7]=1. The yield is 0.210. (3) The reactants are Cl[C:2]1[C:11]2[C:6](=[CH:7][C:8]([CH3:12])=[CH:9][CH:10]=2)[N:5]=[C:4]([C:13]2[CH:18]=[CH:17][CH:16]=[CH:15][C:14]=2[OH:19])[N:3]=1.CCN(CC)CC.[NH2:27][CH:28]1[CH2:33][CH2:32][NH:31][CH2:30][CH2:29]1. The catalyst is C(Cl)Cl. The product is [NH2:27][CH:28]1[CH2:33][CH2:32][N:31]([C:2]2[C:11]3[C:6](=[CH:7][C:8]([CH3:12])=[CH:9][CH:10]=3)[N:5]=[C:4]([C:13]3[CH:18]=[CH:17][CH:16]=[CH:15][C:14]=3[OH:19])[N:3]=2)[CH2:30][CH2:29]1. The yield is 0.890. (4) The reactants are [CH2:1]([N:8]1[C:16]2[C:11](=[CH:12][CH:13]=[CH:14][CH:15]=2)[C:10]([C:17]2[O:18][C:19]([C:22](OC)=[O:23])=[CH:20][CH:21]=2)=[N:9]1)[C:2]1[CH:7]=[CH:6][CH:5]=[CH:4][CH:3]=1. The catalyst is C1COCC1. The product is [CH2:1]([N:8]1[C:16]2[C:11](=[CH:12][CH:13]=[CH:14][CH:15]=2)[C:10]([C:17]2[O:18][C:19]([CH2:22][OH:23])=[CH:20][CH:21]=2)=[N:9]1)[C:2]1[CH:7]=[CH:6][CH:5]=[CH:4][CH:3]=1. The yield is 0.860. (5) The reactants are [F:1][C:2]1[CH:7]=[CH:6][C:5]([CH:8]2[C:13]3=[N:14][NH:15][C:16](=[O:21])[C:17]4[CH:18]=[CH:19][CH:20]=[C:11]([C:12]=43)[NH:10][CH:9]2[C:22]2[CH:29]=[CH:28][C:25]([CH:26]=O)=[CH:24][CH:23]=2)=[CH:4][CH:3]=1.[CH3:30][N:31]1[CH2:36][CH2:35][NH:34][CH2:33][CH:32]1[CH3:37]. The catalyst is C(Cl)Cl. The product is [CH3:37][CH:32]1[N:31]([CH3:30])[CH2:36][CH2:35][N:34]([CH2:26][C:25]2[CH:24]=[CH:23][C:22]([CH:9]3[NH:10][C:11]4[C:12]5[C:13](=[N:14][NH:15][C:16](=[O:21])[C:17]=5[CH:18]=[CH:19][CH:20]=4)[CH:8]3[C:5]3[CH:6]=[CH:7][C:2]([F:1])=[CH:3][CH:4]=3)=[CH:29][CH:28]=2)[CH2:33]1. The yield is 0.260. (6) The reactants are [Br:1][C:2]1[CH:10]=[CH:9][C:5]([C:6](O)=[O:7])=[CH:4][C:3]=1[F:11].[BH4-].[Na+].II. The catalyst is C1COCC1. The product is [Br:1][C:2]1[CH:10]=[CH:9][C:5]([CH2:6][OH:7])=[CH:4][C:3]=1[F:11]. The yield is 0.730.